Predict the reactants needed to synthesize the given product. From a dataset of Full USPTO retrosynthesis dataset with 1.9M reactions from patents (1976-2016). (1) Given the product [F:1][C:2]1[CH:3]=[C:4]([CH:15]=[CH:16][CH:17]=1)[CH2:5][O:6][C:7]1[CH:12]=[CH:11][C:10]([CH2:13][O:14][C:27](=[O:28])[NH:26][CH3:25])=[CH:9][CH:8]=1, predict the reactants needed to synthesize it. The reactants are: [F:1][C:2]1[CH:3]=[C:4]([CH:15]=[CH:16][CH:17]=1)[CH2:5][O:6][C:7]1[CH:12]=[CH:11][C:10]([CH2:13][OH:14])=[CH:9][CH:8]=1.C(N(CC)CC)C.[CH3:25][N:26]=[C:27]=[O:28]. (2) Given the product [CH3:2][O:3][C:4](=[O:21])[C:5]([OH:6])=[CH:7][C:8](=[O:9])[N:10]([CH2:13][C:14]1[CH:15]=[CH:16][C:17]([F:20])=[CH:18][CH:19]=1)[O:11][CH3:12], predict the reactants needed to synthesize it. The reactants are: C[C:2]1(C)[O:6][C:5](=[CH:7][C:8]([N:10]([CH2:13][C:14]2[CH:19]=[CH:18][C:17]([F:20])=[CH:16][CH:15]=2)[O:11][CH3:12])=[O:9])[C:4](=[O:21])[O:3]1.C[O-].[Na+].